This data is from Forward reaction prediction with 1.9M reactions from USPTO patents (1976-2016). The task is: Predict the product of the given reaction. (1) Given the reactants [I:1][C:2]1[CH:10]=[CH:9][C:8]([N+:11]([O-:13])=[O:12])=[CH:7][C:3]=1[C:4](O)=[O:5].C(Cl)(=O)C([Cl:17])=O, predict the reaction product. The product is: [I:1][C:2]1[CH:10]=[CH:9][C:8]([N+:11]([O-:13])=[O:12])=[CH:7][C:3]=1[C:4]([Cl:17])=[O:5]. (2) The product is: [F:1][S:2]([F:12])([F:13])([F:14])([F:15])[C:3]1[CH:4]=[C:5]([CH:9]=[C:10]([N+:21]([O-:23])=[O:22])[CH:11]=1)[C:6]([OH:8])=[O:7]. Given the reactants [F:1][S:2]([F:15])([F:14])([F:13])([F:12])[C:3]1[CH:4]=[C:5]([CH:9]=[CH:10][CH:11]=1)[C:6]([OH:8])=[O:7].S(=O)(=O)(O)O.[N+:21]([O-])([OH:23])=[O:22], predict the reaction product. (3) Given the reactants [Br:1][C:2]1[CH:7]=[C:6]([O:8][CH3:9])[C:5]([O:10][CH3:11])=[CH:4][C:3]=1[CH2:12][C:13]([OH:15])=O.C(Cl)(=O)C(Cl)=O.FC(F)(F)C(O)=O.[NH:29]1[CH2:33][CH2:32][C:31]([C:34]2[CH:39]=[CH:38][C:37]([NH:40][C:41]([NH:43][CH3:44])=[O:42])=[CH:36][CH:35]=2)=[N:30]1, predict the reaction product. The product is: [Br:1][C:2]1[CH:7]=[C:6]([O:8][CH3:9])[C:5]([O:10][CH3:11])=[CH:4][C:3]=1[CH2:12][C:13]([N:29]1[CH2:33][CH2:32][C:31]([C:34]2[CH:35]=[CH:36][C:37]([NH:40][C:41]([NH:43][CH3:44])=[O:42])=[CH:38][CH:39]=2)=[N:30]1)=[O:15]. (4) Given the reactants [C:1]([N:4]1[CH2:9][CH2:8][CH:7]([N:10]([C@H:22]2[CH2:27][CH2:26][C@H:25]([CH3:28])[CH2:24][CH2:23]2)[C:11]([NH:13][C:14]2[S:15][C:16]([S:19][C:20]#N)=[CH:17][N:18]=2)=[O:12])[CH2:6][CH2:5]1)(=[O:3])[CH3:2].SC[C@@H]([C@@H](CS)O)O.ClC[CH2:39][N:40]1[CH2:44][CH2:43][CH2:42][CH2:41]1, predict the reaction product. The product is: [C:1]([N:4]1[CH2:5][CH2:6][CH:7]([N:10]([C@H:22]2[CH2:27][CH2:26][C@H:25]([CH3:28])[CH2:24][CH2:23]2)[C:11]([NH:13][C:14]2[S:15][C:16]([S:19][CH2:20][CH2:39][N:40]3[CH2:44][CH2:43][CH2:42][CH2:41]3)=[CH:17][N:18]=2)=[O:12])[CH2:8][CH2:9]1)(=[O:3])[CH3:2].